This data is from Choline transporter screen with 302,306 compounds. The task is: Binary Classification. Given a drug SMILES string, predict its activity (active/inactive) in a high-throughput screening assay against a specified biological target. The molecule is s1c2ncn(c(=O)c2c(c2ccc(cc2)C)c1)CC(OCCOCC)=O. The result is 0 (inactive).